This data is from NCI-60 drug combinations with 297,098 pairs across 59 cell lines. The task is: Regression. Given two drug SMILES strings and cell line genomic features, predict the synergy score measuring deviation from expected non-interaction effect. (1) Drug 1: C(CC(=O)O)C(=O)CN.Cl. Drug 2: C(CN)CNCCSP(=O)(O)O. Cell line: UO-31. Synergy scores: CSS=-1.76, Synergy_ZIP=0.975, Synergy_Bliss=0.845, Synergy_Loewe=-4.69, Synergy_HSA=-2.65. (2) Drug 1: C1=CC=C(C(=C1)C(C2=CC=C(C=C2)Cl)C(Cl)Cl)Cl. Drug 2: C(CC(=O)O)C(=O)CN.Cl. Cell line: SF-295. Synergy scores: CSS=1.95, Synergy_ZIP=-4.43, Synergy_Bliss=-4.25, Synergy_Loewe=-6.07, Synergy_HSA=-3.41. (3) Drug 1: C1=NC(=NC(=O)N1C2C(C(C(O2)CO)O)O)N. Drug 2: C1=NC2=C(N1)C(=S)N=CN2. Cell line: PC-3. Synergy scores: CSS=37.5, Synergy_ZIP=-7.81, Synergy_Bliss=-1.14, Synergy_Loewe=1.69, Synergy_HSA=2.96.